From a dataset of Reaction yield outcomes from USPTO patents with 853,638 reactions. Predict the reaction yield, written as a fraction of the theoretical maximum amount of product (1.0 means a 100% yield; for example, 0.34 means a 34% yield). (1) The yield is 0.850. The catalyst is C(Cl)Cl.O. The reactants are [C:1]([C:5]1[CH:6]=[C:7](C(C)C(O)=O)[CH:8]=[C:9]([C:12]([CH3:15])([CH3:14])[CH3:13])[C:10]=1[OH:11])([CH3:4])([CH3:3])[CH3:2].Cl.Cl.[NH2:23][CH2:24][C:25]1[CH:26]=[C:27]([NH:31][C:32]([C:34]2[S:35][CH:36]=[CH:37][CH:38]=2)=[NH:33])[CH:28]=[CH:29][CH:30]=1.[OH:39]N1C2C=CC=CC=2N=N1.Cl.CN(C)[CH2:52][CH2:53][CH2:54]N=C=NCC.CCN(CC)CC. The product is [C:12]([C:9]1[CH:8]=[C:7]([CH2:54][CH2:53][C:52]([NH:23][CH2:24][C:25]2[CH:30]=[CH:29][CH:28]=[C:27]([NH:31][C:32](=[NH:33])[C:34]3[S:35][CH:36]=[CH:37][CH:38]=3)[CH:26]=2)=[O:39])[CH:6]=[C:5]([C:1]([CH3:4])([CH3:3])[CH3:2])[C:10]=1[OH:11])([CH3:15])([CH3:14])[CH3:13]. (2) The reactants are [C@@H:1]1([N:10]2[C:19]3[N:18]=[CH:17][N:16]=[C:14]([NH2:15])[C:13]=3[N:12]=[CH:11]2)[O:9][C@H:6]([CH2:7][OH:8])[C@@H:4]([OH:5])[C@H:2]1[OH:3].O=P12OP3(OP(OP(O3)(O1)=O)(=O)O2)=O.[H-].[Na+].[CH2:36](Br)[CH:37]=[CH2:38]. The yield is 0.660. The catalyst is CN(C=O)C. The product is [CH2:38]([O:5][C@@H:4]1[C@@H:6]([CH2:7][OH:8])[O:9][C@@H:1]([N:10]2[C:19]3[N:18]=[CH:17][N:16]=[C:14]([NH2:15])[C:13]=3[N:12]=[CH:11]2)[C@@H:2]1[OH:3])[CH:37]=[CH2:36]. (3) The reactants are [CH2:1]([C:3]1[CH2:7][CH:6]=[C:5]([C:8]([CH3:11])([CH3:10])[CH3:9])[CH:4]=1)[CH3:2].C([Li])CCC.CN1CCN(C)C1=O.[C:25]([C:33]1[CH:38]=[CH:37][CH:36]=[CH:35][CH:34]=1)(=O)[C:26]1[CH:31]=[CH:30][CH:29]=[CH:28][CH:27]=1.Cl. The catalyst is CCCCCC.C1COCC1. The product is [C:8]([C:5]1[CH:4]=[C:3]([CH2:1][CH3:2])[C:7](=[C:25]([C:33]2[CH:38]=[CH:37][CH:36]=[CH:35][CH:34]=2)[C:26]2[CH:31]=[CH:30][CH:29]=[CH:28][CH:27]=2)[CH:6]=1)([CH3:11])([CH3:10])[CH3:9]. The yield is 0.560. (4) The yield is 0.820. The reactants are [NH2:1][C:2]1[C:3]([CH3:9])=[CH:4][C:5]([OH:8])=[CH:6][CH:7]=1.[CH:10]([C:12]1[CH:21]=[CH:20][C:15]([C:16]([O:18][CH3:19])=[O:17])=[C:14]([CH3:22])[CH:13]=1)=O.C(O[BH-](OC(=O)C)OC(=O)C)(=O)C.[Na+]. The product is [OH:8][C:5]1[CH:6]=[CH:7][C:2]([NH:1][CH2:10][C:12]2[CH:21]=[CH:20][C:15]([C:16]([O:18][CH3:19])=[O:17])=[C:14]([CH3:22])[CH:13]=2)=[C:3]([CH3:9])[CH:4]=1. The catalyst is C(O)(=O)C. (5) The reactants are Br[C:2]1[CH:3]=[CH:4][C:5]2[O:10][C:9]([CH3:12])([CH3:11])[C:8](=[O:13])[NH:7][C:6]=2[CH:14]=1.C([O-])(=O)C.[K+].Br[C:21]1[N:22]=[C:23]2[C:29]([C:30](=[O:35])[C:31]([CH3:34])([CH3:33])[CH3:32])=[CH:28][NH:27][C:24]2=[N:25][CH:26]=1.C(=O)([O-])[O-].[K+].[K+].C(=O)(O)[O-].[Na+]. The catalyst is O1CCOCC1.O.[Pd].[Cl-].[Cl-].C1(P([C-]2C=CC=C2)C2C=CC=CC=2)C=CC=CC=1.[C-]1(P(C2C=CC=CC=2)C2C=CC=CC=2)C=CC=C1.[Fe+2].[Pd+2].C(OCC)(=O)C. The product is [CH3:32][C:31]([CH3:34])([CH3:33])[C:30]([C:29]1[C:23]2[C:24](=[N:25][CH:26]=[C:21]([C:2]3[CH:3]=[CH:4][C:5]4[O:10][C:9]([CH3:12])([CH3:11])[C:8](=[O:13])[NH:7][C:6]=4[CH:14]=3)[N:22]=2)[NH:27][CH:28]=1)=[O:35]. The yield is 0.350. (6) The catalyst is CN(C=O)C. The product is [CH2:24]([O:17][C:3]1[CH:4]=[CH:5][C:6]([CH:8]2[O:13][CH2:12][CH2:11][N:10]([CH2:14][CH2:15][CH3:16])[CH2:9]2)=[CH:7][C:2]=1[Br:1])[C:25]1[CH:30]=[CH:29][CH:28]=[CH:27][CH:26]=1. The yield is 1.00. The reactants are [Br:1][C:2]1[CH:7]=[C:6]([CH:8]2[O:13][CH2:12][CH2:11][N:10]([CH2:14][CH2:15][CH3:16])[CH2:9]2)[CH:5]=[CH:4][C:3]=1[OH:17].C(=O)([O-])[O-].[K+].[K+].[CH2:24](Br)[C:25]1[CH:30]=[CH:29][CH:28]=[CH:27][CH:26]=1. (7) The reactants are C([O:3][C:4](=[O:38])[CH2:5][O:6][C:7]1[CH:12]=[C:11]([CH:13]2[CH2:18][CH2:17][CH2:16][N:15]([C:19]([C:21]3[S:25][C:24]([C:26]4[CH:31]=[CH:30][C:29]([C:32]([F:35])([F:34])[F:33])=[CH:28][CH:27]=4)=[N:23][C:22]=3[CH3:36])=[O:20])[CH2:14]2)[CH:10]=[CH:9][C:8]=1[CH3:37])C.C(=O)([O-])[O-].[K+].[K+].CO. The catalyst is O. The product is [CH3:37][C:8]1[CH:9]=[CH:10][C:11]([C@@H:13]2[CH2:18][CH2:17][CH2:16][N:15]([C:19]([C:21]3[S:25][C:24]([C:26]4[CH:27]=[CH:28][C:29]([C:32]([F:35])([F:33])[F:34])=[CH:30][CH:31]=4)=[N:23][C:22]=3[CH3:36])=[O:20])[CH2:14]2)=[CH:12][C:7]=1[O:6][CH2:5][C:4]([OH:38])=[O:3]. The yield is 0.940.